This data is from CYP3A4 inhibition data for predicting drug metabolism from PubChem BioAssay. The task is: Regression/Classification. Given a drug SMILES string, predict its absorption, distribution, metabolism, or excretion properties. Task type varies by dataset: regression for continuous measurements (e.g., permeability, clearance, half-life) or binary classification for categorical outcomes (e.g., BBB penetration, CYP inhibition). Dataset: cyp3a4_veith. (1) The molecule is O=C(NCCCN1CCCC1=O)c1ccc(CNS(=O)(=O)c2ccc(F)cc2)cc1. The result is 0 (non-inhibitor). (2) The molecule is CCOc1ccccc1NC(=O)CSc1nnc(-c2cnccn2)n1C. The result is 1 (inhibitor). (3) The compound is CCOC(=O)N/N=C1/C[C@@H](O)[C@@H](O)[C@H]2[C@@H]1CC[C@@H]1C(=O)N(C3CCCCC3)C(=O)[C@H]12. The result is 0 (non-inhibitor).